This data is from Full USPTO retrosynthesis dataset with 1.9M reactions from patents (1976-2016). The task is: Predict the reactants needed to synthesize the given product. (1) Given the product [C:1]([O:4][C:5]1[CH:16]=[CH:15][C:8]2[S:9][CH:10]=[C:11]([C:12]([Cl:24])=[O:13])[C:7]=2[CH:6]=1)(=[O:3])[CH3:2], predict the reactants needed to synthesize it. The reactants are: [C:1]([O:4][C:5]1[CH:16]=[CH:15][C:8]2[S:9][CH:10]=[C:11]([C:12](O)=[O:13])[C:7]=2[CH:6]=1)(=[O:3])[CH3:2].CN(C)C=O.S(Cl)([Cl:24])=O. (2) Given the product [Cl:24][CH2:14][C:4]1[CH:5]=[CH:6][CH:7]=[C:8]([O:9][CH2:10][CH2:11][O:12][CH3:13])[C:3]=1[O:2][CH3:1], predict the reactants needed to synthesize it. The reactants are: [CH3:1][O:2][C:3]1[C:8]([O:9][CH2:10][CH2:11][O:12][CH3:13])=[CH:7][CH:6]=[CH:5][C:4]=1[CH2:14]O.N1C=CC=CC=1.S(Cl)([Cl:24])=O.O. (3) Given the product [C:8]([O:12][C:13]([N:15]([C:23]1[C:28]([C:29]2[O:51][N:50]=[C:49]([C:48]3[CH:53]=[CH:54][C:45]([CH2:44][Cl:43])=[CH:46][CH:47]=3)[CH:30]=2)=[N:27][C:26]([C:31]2[CH:32]=[CH:33][C:34]([S:37]([CH:40]([CH3:42])[CH3:41])(=[O:39])=[O:38])=[CH:35][CH:36]=2)=[CH:25][N:24]=1)[C:16](=[O:22])[O:17][C:18]([CH3:20])([CH3:21])[CH3:19])=[O:14])([CH3:9])([CH3:10])[CH3:11], predict the reactants needed to synthesize it. The reactants are: C(N(CC)CC)C.[C:8]([O:12][C:13]([N:15]([C:23]1[C:28]([C:29]#[CH:30])=[N:27][C:26]([C:31]2[CH:36]=[CH:35][C:34]([S:37]([CH:40]([CH3:42])[CH3:41])(=[O:39])=[O:38])=[CH:33][CH:32]=2)=[CH:25][N:24]=1)[C:16](=[O:22])[O:17][C:18]([CH3:21])([CH3:20])[CH3:19])=[O:14])([CH3:11])([CH3:10])[CH3:9].[Cl:43][CH2:44][C:45]1[CH:54]=[CH:53][C:48]([C:49](Cl)=[N:50][OH:51])=[CH:47][CH:46]=1. (4) Given the product [CH:1]1([C:4]2[CH:12]=[CH:11][C:7]([C:8]([Cl:15])=[O:9])=[C:6]([CH3:13])[CH:5]=2)[CH2:3][CH2:2]1, predict the reactants needed to synthesize it. The reactants are: [CH:1]1([C:4]2[CH:12]=[CH:11][C:7]([C:8](O)=[O:9])=[C:6]([CH3:13])[CH:5]=2)[CH2:3][CH2:2]1.P(Cl)(Cl)(Cl)(Cl)[Cl:15]. (5) Given the product [Cl:21][C:18]1[CH:17]=[CH:16][C:15]([C:7]2[S:6][C:5]3[C:3](=[O:4])[N:12]([CH2:14][C:36]4[CH:35]=[CH:34][CH:33]=[C:32]([O:31][CH2:30][C:25]5([CH3:29])[CH2:26][CH2:27][CH2:28][N:23]([CH3:22])[CH2:24]5)[CH:37]=4)[CH:11]=[N:10][C:9]=3[CH:8]=2)=[CH:20][CH:19]=1, predict the reactants needed to synthesize it. The reactants are: CO[C:3]([C:5]1[S:6][C:7]([C:15]2[CH:20]=[CH:19][C:18]([Cl:21])=[CH:17][CH:16]=2)=[CH:8][C:9]=1[N:10]=[CH:11][N:12]([CH3:14])C)=[O:4].[CH3:22][N:23]1[CH2:28][CH2:27][CH2:26][C:25]([CH2:30][O:31][C:32]2[CH:33]=[C:34](CN)[CH:35]=[CH:36][CH:37]=2)([CH3:29])[CH2:24]1.